The task is: Predict the reactants needed to synthesize the given product.. This data is from Retrosynthesis with 50K atom-mapped reactions and 10 reaction types from USPTO. (1) Given the product CCCCn1c(=O)n(CCCc2ccccc2)c(=O)c2[nH]cnc21, predict the reactants needed to synthesize it. The reactants are: CCCCn1c(=O)n(CCCc2ccccc2)c(=O)c2c1ncn2Cc1ccccc1. (2) Given the product O=C(Cc1ccc(-c2cnc3cc(-c4ccccn4)ccn23)cc1F)Nc1cc(C(=O)N2CCNCC2)cc(C(F)(F)F)c1, predict the reactants needed to synthesize it. The reactants are: CC(C)(C)OC(=O)N1CCN(C(=O)c2cc(NC(=O)Cc3ccc(-c4cnc5cc(-c6ccccn6)ccn45)cc3F)cc(C(F)(F)F)c2)CC1. (3) The reactants are: Cc1c(N)cc(F)c2cccnc12.S=C(Cl)Cl. Given the product Cc1c(N=C=S)cc(F)c2cccnc12, predict the reactants needed to synthesize it.